From a dataset of Reaction yield outcomes from USPTO patents with 853,638 reactions. Predict the reaction yield, written as a fraction of the theoretical maximum amount of product (1.0 means a 100% yield; for example, 0.34 means a 34% yield). (1) The reactants are C(N(CC)CC)C.[C:16](O[C:16]([O:18][C:19]([CH3:22])([CH3:21])[CH3:20])=[O:17])([O:18][C:19]([CH3:22])([CH3:21])[CH3:20])=[O:17].[CH:23]1[C:28]([NH2:29])=[CH:27][C:26]([C:30]([OH:32])=[O:31])=[C:25]([OH:33])[CH:24]=1. The catalyst is O1CCOCC1.O. The product is [C:19]([O:18][C:16]([NH:29][C:28]1[CH:23]=[CH:24][C:25]([OH:33])=[C:26]([CH:27]=1)[C:30]([OH:32])=[O:31])=[O:17])([CH3:20])([CH3:21])[CH3:22]. The yield is 1.00. (2) The product is [F:1][C:2]1[CH:10]=[CH:9][CH:8]=[C:7]([I:11])[C:3]=1[C:4]([O:6]/[N:24]=[C:25](\[NH2:27])/[CH3:26])=[O:5]. The yield is 0.860. The reactants are [F:1][C:2]1[CH:10]=[CH:9][CH:8]=[C:7]([I:11])[C:3]=1[C:4]([OH:6])=[O:5].C(Cl)(=O)C(Cl)=O.CN(C=O)C.O[NH:24][C:25](=[NH:27])[CH3:26]. The catalyst is C(Cl)Cl. (3) The reactants are C1CCC(N=C=NC2CCCCC2)CC1.[CH3:16][O:17][C:18]1[CH:26]=[CH:25][C:24]([O:27][CH3:28])=[CH:23][C:19]=1[C:20](O)=O.[CH3:29][NH:30][NH2:31].COC1C=CC(P2(SP(C3C=CC(OC)=CC=3)(=S)S2)=[S:41])=CC=1. The catalyst is CN(C1C=CN=CC=1)C.C(Cl)Cl.C(OCC)(=O)C. The product is [CH3:29][N:30]([C:20](=[S:41])[C:19]1[CH:23]=[C:24]([O:27][CH3:28])[CH:25]=[CH:26][C:18]=1[O:17][CH3:16])[NH2:31]. The yield is 0.820. (4) The reactants are C1(P(C2C=CC=CC=2)C2C=CC=CC=2)C=CC=CC=1.C1COCC1.[F:25][C:26]1[CH:52]=[CH:51][C:29]([CH2:30][O:31][C:32]2[CH:37]=[CH:36][N:35]([C:38]3[CH:43]=[CH:42][C:41]([O:44][CH2:45][CH2:46][N:47]=[N+]=[N-])=[CH:40][CH:39]=3)[C:34](=[O:50])[CH:33]=2)=[CH:28][CH:27]=1.Cl. The catalyst is O. The product is [F:25][C:26]1[CH:27]=[CH:28][C:29]([CH2:30][O:31][C:32]2[CH:37]=[CH:36][N:35]([C:38]3[CH:43]=[CH:42][C:41]([O:44][CH2:45][CH2:46][NH2:47])=[CH:40][CH:39]=3)[C:34](=[O:50])[CH:33]=2)=[CH:51][CH:52]=1. The yield is 0.210. (5) The reactants are FC(F)(F)C(O)=O.[NH2:8][C:9]1[C:18]2[C:13](=[CH:14][C:15]([O:19][CH:20]([C:31]3[CH:36]=[CH:35][C:34]([O:37][CH3:38])=[C:33]([O:39][CH3:40])[CH:32]=3)[C:21]([O:23]CC3C=CC=CC=3)=[O:22])=[CH:16][CH:17]=2)[CH:12]=[CH:11][N:10]=1. The catalyst is C1COCC1.[Pd]. The product is [NH2:8][C:9]1[C:18]2[C:13](=[CH:14][C:15]([O:19][CH:20]([C:31]3[CH:36]=[CH:35][C:34]([O:37][CH3:38])=[C:33]([O:39][CH3:40])[CH:32]=3)[C:21]([OH:23])=[O:22])=[CH:16][CH:17]=2)[CH:12]=[CH:11][N:10]=1. The yield is 0.100. (6) The reactants are [Br:1][C:2]1[CH:8]=[CH:7][C:5]([NH2:6])=[CH:4][C:3]=1[O:9][CH3:10].[C:11]([O:15][C:16]([NH:18][C@H:19]([CH2:23][CH:24]([CH3:26])[CH3:25])[C:20](O)=[O:21])=[O:17])([CH3:14])([CH3:13])[CH3:12].C(N(CC)C(C)C)(C)C.CN(C(ON1N=NC2C=CC=NC1=2)=[N+](C)C)C.F[P-](F)(F)(F)(F)F.C([O-])(O)=O.[Na+]. The catalyst is C(Cl)Cl. The product is [Br:1][C:2]1[CH:8]=[CH:7][C:5]([NH:6][C:20](=[O:21])[C@H:19]([NH:18][C:16](=[O:17])[O:15][C:11]([CH3:14])([CH3:13])[CH3:12])[CH2:23][CH:24]([CH3:26])[CH3:25])=[CH:4][C:3]=1[O:9][CH3:10]. The yield is 0.970. (7) The reactants are [N:1]12[CH2:8][CH2:7][CH:4]([CH2:5][CH2:6]1)[C:3](=[O:9])[CH2:2]2.[CH:10](=O)[C:11]1[CH:16]=[CH:15][CH:14]=[CH:13][CH:12]=1.[OH-].[Na+]. The catalyst is C(O)C. The product is [CH:10](=[C:2]1/[N:1]2[CH2:8][CH2:7][CH:4]([C:3]/1=[O:9])[CH2:5][CH2:6]2)/[C:11]1[CH:16]=[CH:15][CH:14]=[CH:13][CH:12]=1. The yield is 0.912.